Dataset: Full USPTO retrosynthesis dataset with 1.9M reactions from patents (1976-2016). Task: Predict the reactants needed to synthesize the given product. (1) Given the product [OH:4][CH2:3][C@H:8]1[S:12][CH2:11][C@H:10]([O:13][C:14](=[O:16])[CH3:15])[O:9]1, predict the reactants needed to synthesize it. The reactants are: [BH4-].[Na+].[C:3]([C@H:8]1[S:12][CH2:11][C@H:10]([O:13][C:14](=[O:16])[CH3:15])[O:9]1)(OCC)=[O:4].CCOC(C)=O.CCCCCC. (2) Given the product [OH:23][C:24]1[CH:31]=[CH:30][C:27]([CH:28]2[CH:16]3[CH:15]([C:14]4[CH:13]=[CH:12][CH:11]=[CH:10][C:19]=4[CH2:18][CH2:17]3)[C:5]3[CH:4]=[C:3]([C:1]#[N:2])[CH:8]=[CH:7][C:6]=3[NH:9]2)=[CH:26][C:25]=1[O:32][CH3:33], predict the reactants needed to synthesize it. The reactants are: [C:1]([C:3]1[CH:8]=[CH:7][C:6]([NH2:9])=[CH:5][CH:4]=1)#[N:2].[CH2:10]1[C:19]2[C:14](=[CH:15][CH:16]=[CH:17][CH:18]=2)[CH:13]=[CH:12][CH2:11]1.C([O:23][C:24]1[CH:31]=[CH:30][C:27]([CH:28]=O)=[CH:26][C:25]=1[O:32][CH3:33])(=O)C. (3) Given the product [C:1]([O:5][C:6]([NH:8][C@@H:9]([CH2:14][CH2:23][CH:22]=[CH2:21])[C:10]([O:12][CH3:13])=[O:11])=[O:7])([CH3:4])([CH3:3])[CH3:2], predict the reactants needed to synthesize it. The reactants are: [C:1]([O:5][C:6]([NH:8][C@@H:9]([CH2:14]I)[C:10]([O:12][CH3:13])=[O:11])=[O:7])([CH3:4])([CH3:3])[CH3:2].[Li+].[Cl-].C([Cu])#N.[CH2:21](Br)[CH:22]=[CH2:23].